From a dataset of Full USPTO retrosynthesis dataset with 1.9M reactions from patents (1976-2016). Predict the reactants needed to synthesize the given product. (1) Given the product [Cl:24][C:25]1[CH:26]=[C:27]([CH:32]=[CH:33][C:34]=1[O:35][CH2:36][C@@H:37]([N:39]([CH3:40])[C:21](=[O:23])[CH2:20][C:5]1[CH:6]=[CH:7][C:8]([NH:9][C:10]([NH:12][C:13]2[CH:18]=[CH:17][CH:16]=[CH:15][C:14]=2[CH3:19])=[O:11])=[C:3]([O:2][CH3:1])[CH:4]=1)[CH3:38])[C:28]([O:30][CH3:31])=[O:29], predict the reactants needed to synthesize it. The reactants are: [CH3:1][O:2][C:3]1[CH:4]=[C:5]([CH2:20][C:21]([OH:23])=O)[CH:6]=[CH:7][C:8]=1[NH:9][C:10]([NH:12][C:13]1[CH:18]=[CH:17][CH:16]=[CH:15][C:14]=1[CH3:19])=[O:11].[Cl:24][C:25]1[CH:26]=[C:27]([CH:32]=[CH:33][C:34]=1[O:35][CH2:36][C@@H:37]([NH:39][CH3:40])[CH3:38])[C:28]([O:30][CH3:31])=[O:29].C1C=CC2N(O)N=NC=2C=1. (2) Given the product [O:21]=[C:8]1[CH:9]=[CH:10][C:11]2[C:12]([C:17]([O:19][CH3:20])=[O:18])=[CH:13][CH:14]=[CH:15][C:16]=2[N:7]1[CH2:6][CH:2]=[O:1], predict the reactants needed to synthesize it. The reactants are: [O:1]1CCO[CH:2]1[CH2:6][N:7]1[C:16]2[CH:15]=[CH:14][CH:13]=[C:12]([C:17]([O:19][CH3:20])=[O:18])[C:11]=2[CH:10]=[CH:9][C:8]1=[O:21].C(=O)([O-])O.[Na+]. (3) Given the product [OH:27][C@H:26]([C:31]([CH3:33])([CH3:32])[CH2:30][OH:29])[C:24]([NH:23][CH2:22][CH2:21][C:20](=[O:42])[C:19]([NH:18][CH2:17][C:14]1[CH:15]=[CH:16][C:11]([C:8]2[CH:7]=[CH:6][C:5]([C:3]([OH:4])=[O:2])=[CH:10][CH:9]=2)=[CH:12][CH:13]=1)=[O:43])=[O:25], predict the reactants needed to synthesize it. The reactants are: C[O:2][C:3]([C:5]1[CH:10]=[CH:9][C:8]([C:11]2[CH:16]=[CH:15][C:14]([CH2:17][NH:18][C:19](=[O:43])[CH:20]([OH:42])[CH2:21][CH2:22][NH:23][C:24]([CH:26]3[C:31]([CH3:33])([CH3:32])[CH2:30][O:29][C@@H](C4C=CC(OC)=CC=4)[O:27]3)=[O:25])=[CH:13][CH:12]=2)=[CH:7][CH:6]=1)=[O:4].O[Li].O. (4) Given the product [Si:25]([O:32][CH2:33][CH2:34][CH2:35][CH2:36][CH:37]([OH:38])[CH:16]([S:13]([C:10]1[CH:11]=[CH:12][C:7]([Cl:6])=[CH:8][CH:9]=1)(=[O:15])=[O:14])[C:17]1[CH:22]=[C:21]([F:23])[CH:20]=[CH:19][C:18]=1[F:24])([C:28]([CH3:30])([CH3:31])[CH3:29])([CH3:27])[CH3:26], predict the reactants needed to synthesize it. The reactants are: C([Li])CCC.[Cl:6][C:7]1[CH:12]=[CH:11][C:10]([S:13]([CH2:16][C:17]2[CH:22]=[C:21]([F:23])[CH:20]=[CH:19][C:18]=2[F:24])(=[O:15])=[O:14])=[CH:9][CH:8]=1.[Si:25]([O:32][CH2:33][CH2:34][CH2:35][CH2:36][CH:37]=[O:38])([C:28]([CH3:31])([CH3:30])[CH3:29])([CH3:27])[CH3:26]. (5) Given the product [C:1]([OH:4])(=[O:3])[CH3:2].[C:25]([C:22]1[CH:21]=[CH:20][C:19]([C:16]2[O:15][C:14]([C:11]3[CH:12]=[CH:13][C:8]([C:6]([NH2:7])=[NH:5])=[N:9][CH:10]=3)=[CH:18][CH:17]=2)=[CH:24][CH:23]=1)(=[NH:26])[NH2:31], predict the reactants needed to synthesize it. The reactants are: [C:1]([O:4][NH:5][C:6]([C:8]1[CH:13]=[CH:12][C:11]([C:14]2[O:15][C:16]([C:19]3[CH:24]=[CH:23][C:22]([C:25](=[NH:31])[NH:26]OC(=O)C)=[CH:21][CH:20]=3)=[CH:17][CH:18]=2)=[CH:10][N:9]=1)=[NH:7])(=[O:3])[CH3:2].C(O)C.